This data is from Catalyst prediction with 721,799 reactions and 888 catalyst types from USPTO. The task is: Predict which catalyst facilitates the given reaction. (1) Reactant: CCN(C(C)C)C(C)C.[CH3:10][C:11]1[O:15][C:14]([C:16]2[CH:24]=[CH:23][C:19]([C:20]([OH:22])=O)=[CH:18][CH:17]=2)=[N:13][N:12]=1.C1C=CC2N(O)N=NC=2C=1.CCN=C=NCCCN(C)C.Cl.[NH2:47][CH2:48][C:49]([N:51]1[CH2:56][CH2:55][CH:54]([O:57][C:58]2[CH:63]=[CH:62][CH:61]=[CH:60][C:59]=2[Cl:64])[CH2:53][CH2:52]1)=[O:50]. Product: [Cl:64][C:59]1[CH:60]=[CH:61][CH:62]=[CH:63][C:58]=1[O:57][CH:54]1[CH2:53][CH2:52][N:51]([C:49](=[O:50])[CH2:48][NH:47][C:20](=[O:22])[C:19]2[CH:18]=[CH:17][C:16]([C:14]3[O:15][C:11]([CH3:10])=[N:12][N:13]=3)=[CH:24][CH:23]=2)[CH2:56][CH2:55]1. The catalyst class is: 18. (2) Reactant: [S:1]1[CH:5]=[CH:4][CH:3]=[C:2]1[CH2:6][NH:7][C:8]([C:10]1[N:11]=[C:12]2[C:17]([C:18]([F:21])([F:20])[F:19])=[CH:16][C:15](Br)=[CH:14][N:13]2[C:23]=1[Cl:24])=[O:9].[CH3:25][N:26](C=O)C. Product: [S:1]1[CH:5]=[CH:4][CH:3]=[C:2]1[CH2:6][NH:7][C:8]([C:10]1[N:11]=[C:12]2[C:17]([C:18]([F:21])([F:20])[F:19])=[CH:16][C:15]([C:25]#[N:26])=[CH:14][N:13]2[C:23]=1[Cl:24])=[O:9]. The catalyst class is: 267.